Dataset: Catalyst prediction with 721,799 reactions and 888 catalyst types from USPTO. Task: Predict which catalyst facilitates the given reaction. (1) Reactant: [F:1][C:2]1[C:8]([Cl:9])=[CH:7][CH:6]=[CH:5][C:3]=1[NH2:4].[C:10](Cl)(Cl)=[S:11].C(N(CC)CC)C.C(OCC)(=O)C. Product: [F:1][C:2]1[C:8]([Cl:9])=[CH:7][CH:6]=[CH:5][C:3]=1[N:4]=[C:10]=[S:11]. The catalyst class is: 93. (2) Reactant: Br[C:2]1[CH:3]=[C:4]([CH2:13][CH:14]2[CH2:19][CH2:18][CH2:17][CH2:16][CH2:15]2)[C:5]2[O:9][CH2:8][C:7]([CH3:11])([CH3:10])[C:6]=2[CH:12]=1.C([Li])(C)(C)C.CCCCC.[B:30](OC)([O:33]C)[O:31]C. Product: [CH:14]1([CH2:13][C:4]2[C:5]3[O:9][CH2:8][C:7]([CH3:11])([CH3:10])[C:6]=3[CH:12]=[C:2]([B:30]([OH:33])[OH:31])[CH:3]=2)[CH2:19][CH2:18][CH2:17][CH2:16][CH2:15]1. The catalyst class is: 27.